Dataset: Full USPTO retrosynthesis dataset with 1.9M reactions from patents (1976-2016). Task: Predict the reactants needed to synthesize the given product. (1) Given the product [CH2:25]([O:32][C:33](=[O:63])[N:34]([C@@H:44]1[C:45](=[O:62])[N:46]([CH2:51][C:52]2[CH:57]=[CH:56][C:55]([O:58][CH3:59])=[CH:54][C:53]=2[O:60][CH3:61])[C@@H:47]1[CH2:48][CH:49]=[C:20]([Br:24])[Br:21])[CH2:35][C:36]1[CH:37]=[CH:38][C:39]([O:42][CH3:43])=[CH:40][CH:41]=1)[C:26]1[CH:31]=[CH:30][CH:29]=[CH:28][CH:27]=1, predict the reactants needed to synthesize it. The reactants are: C1C=CC(P(C2C=CC=CC=2)C2C=CC=CC=2)=CC=1.[C:20]([Br:24])(Br)(Br)[Br:21].[CH2:25]([O:32][C:33](=[O:63])[N:34]([C@H:44]1[C@@H:47]([CH2:48][CH:49]=O)[N:46]([CH2:51][C:52]2[CH:57]=[CH:56][C:55]([O:58][CH3:59])=[CH:54][C:53]=2[O:60][CH3:61])[C:45]1=[O:62])[CH2:35][C:36]1[CH:41]=[CH:40][C:39]([O:42][CH3:43])=[CH:38][CH:37]=1)[C:26]1[CH:31]=[CH:30][CH:29]=[CH:28][CH:27]=1. (2) Given the product [CH3:2][C:3]([CH3:4])=[CH:15][C:11]1[CH:10]=[C:9]2[C:14](=[CH:13][CH:12]=1)[CH2:6][CH2:7][CH2:8]2, predict the reactants needed to synthesize it. The reactants are: [Li][CH2:2][CH2:3][CH2:4]C.[CH2:6]1[C:14]2[C:9](=[CH:10][C:11]([CH:15]=O)=[CH:12][CH:13]=2)[CH2:8][CH2:7]1. (3) Given the product [C:50]1([CH:23]([C:17]2[CH:18]=[CH:19][CH:20]=[CH:21][CH:22]=2)[CH2:24][CH2:25][O:26][C:27]([C:28]2[C:29]([C:30]3[CH:35]=[CH:34][CH:33]=[C:32]([Cl:36])[CH:31]=3)=[N:9][C:2]([C:3]3[CH:8]=[CH:7][CH:6]=[CH:5][CH:4]=3)=[N:10][C:37]=2[CH2:38][O:39][CH2:40][CH2:41][CH2:42][CH2:43][CH2:44][CH2:45][CH2:46][CH3:47])=[O:49])[CH:51]=[CH:52][CH:53]=[CH:54][CH:55]=1, predict the reactants needed to synthesize it. The reactants are: Cl.[C:2]([NH2:10])(=[NH:9])[C:3]1[CH:8]=[CH:7][CH:6]=[CH:5][CH:4]=1.C(=O)([O-])[O-].[K+].[K+].[C:17]1([CH:23]([C:50]2[CH:55]=[CH:54][CH:53]=[CH:52][CH:51]=2)[CH2:24][CH2:25][O:26][C:27](=[O:49])[C:28]([C:37](=O)[CH2:38][O:39][CH2:40][CH2:41][CH:42]2[CH2:47][CH2:46][CH2:45][CH2:44][CH2:43]2)=[CH:29][C:30]2[CH:35]=[CH:34][CH:33]=[C:32]([Cl:36])[CH:31]=2)[CH:22]=[CH:21][CH:20]=[CH:19][CH:18]=1. (4) Given the product [F:35][C:4]([F:3])([F:34])[C:5]1[CH:6]=[C:7]([C@H:15]([O:17][C@@H:18]2[C@@H:23]([C:24]3[CH:29]=[CH:28][C:27]([F:30])=[C:26]([F:31])[CH:25]=3)[C@H:22]([CH2:32][OH:33])[CH2:21][CH2:20][O:19]2)[CH3:16])[CH:8]=[C:9]([C:11]([F:12])([F:13])[F:14])[CH:10]=1, predict the reactants needed to synthesize it. The reactants are: [BH4-].[Na+].[F:3][C:4]([F:35])([F:34])[C:5]1[CH:6]=[C:7]([C@H:15]([O:17][C@@H:18]2[C@@H:23]([C:24]3[CH:29]=[CH:28][C:27]([F:30])=[C:26]([F:31])[CH:25]=3)[C@H:22]([CH:32]=[O:33])[CH2:21][CH2:20][O:19]2)[CH3:16])[CH:8]=[C:9]([C:11]([F:14])([F:13])[F:12])[CH:10]=1. (5) The reactants are: [Cl:1][C:2]1[C:7]([C:8]([C:10]2[CH:15]=[CH:14][C:13]([F:16])=[CH:12][CH:11]=2)=[O:9])=[CH:6][CH:5]=[C:4](Cl)[N:3]=1.[CH2:18]([NH:20][C:21](=[O:38])[C:22]1[CH:27]=[CH:26][C:25]([CH3:28])=[C:24](B2OC(C)(C)C(C)(C)O2)[CH:23]=1)[CH3:19].C(=O)([O-])O.[Na+]. Given the product [Cl:1][C:2]1[N:3]=[C:4]([C:23]2[CH:24]=[C:25]([CH3:28])[CH:26]=[CH:27][C:22]=2[C:21]([NH:20][CH2:18][CH3:19])=[O:38])[CH:5]=[CH:6][C:7]=1[C:8]([C:10]1[CH:15]=[CH:14][C:13]([F:16])=[CH:12][CH:11]=1)=[O:9], predict the reactants needed to synthesize it. (6) Given the product [Cl:1][C:2]1[CH:3]=[CH:4][C:5]([N:8]2[C@@H:12]([C:13]3[CH:18]=[CH:17][CH:16]=[C:15]([O:19][C:28]4[N:33]=[CH:32][CH:31]=[CH:30][N:29]=4)[CH:14]=3)[CH2:11][O:10][C:9]2=[O:20])=[CH:6][CH:7]=1, predict the reactants needed to synthesize it. The reactants are: [Cl:1][C:2]1[CH:7]=[CH:6][C:5]([N:8]2[C@@H:12]([C:13]3[CH:18]=[CH:17][CH:16]=[C:15]([OH:19])[CH:14]=3)[CH2:11][O:10][C:9]2=[O:20])=[CH:4][CH:3]=1.C([O-])([O-])=O.[Cs+].[Cs+].Cl[C:28]1[N:33]=[CH:32][CH:31]=[CH:30][N:29]=1. (7) Given the product [NH:10]1[C:11]([C:12]2[CH:13]=[C:14]([CH2:15][OH:16])[CH:19]=[CH:20][CH:21]=2)=[N:7][N:8]=[N:9]1, predict the reactants needed to synthesize it. The reactants are: [H-].[Al+3].[Li+].[H-].[H-].[H-].[NH:7]1[C:11]([C:12]2[CH:13]=[C:14]([CH:19]=[CH:20][CH:21]=2)[C:15](OC)=[O:16])=[N:10][N:9]=[N:8]1.Cl.[H][H].